Dataset: Retrosynthesis with 50K atom-mapped reactions and 10 reaction types from USPTO. Task: Predict the reactants needed to synthesize the given product. (1) Given the product COc1cc(C2CCNCC2)ccc1N(C)c1cc2c(cn1)ncn2C, predict the reactants needed to synthesize it. The reactants are: COc1cc(C2CCN(C(=O)OC(C)(C)C)CC2)ccc1N(C)c1cc2c(cn1)ncn2C. (2) Given the product Cc1ccc(NC(=O)c2ccc(CN3CCOCC3)c(C(F)(F)F)c2)cc1-c1ccc2cnncc2c1, predict the reactants needed to synthesize it. The reactants are: Brc1ccc2cnncc2c1.Cc1ccc(NC(=O)c2ccc(CN3CCOCC3)c(C(F)(F)F)c2)cc1Br. (3) Given the product CCOC(=O)c1ccc(OC)c(N)c1, predict the reactants needed to synthesize it. The reactants are: CCO.COc1ccc(C(=O)O)cc1N.